Dataset: Forward reaction prediction with 1.9M reactions from USPTO patents (1976-2016). Task: Predict the product of the given reaction. (1) Given the reactants C(OC(=O)[NH:7][C:8]1[CH:13]=[CH:12][C:11]([C:14]#[C:15][C:16]2[CH:21]=[CH:20][C:19]([Cl:22])=[CH:18][CH:17]=2)=[CH:10][C:9]=1[NH2:23])(C)(C)C.CC1(C)O[C:30]([C:32]2[CH:33]=[C:34]([CH:37]=[CH:38][CH:39]=2)[C:35]#[N:36])=[CH:29][C:28](=[O:40])O1.C(O)(C(F)(F)F)=O, predict the reaction product. The product is: [Cl:22][C:19]1[CH:18]=[CH:17][C:16]([C:15]#[C:14][C:11]2[CH:12]=[CH:13][C:8]3[N:7]=[C:30]([C:32]4[CH:33]=[C:34]([CH:37]=[CH:38][CH:39]=4)[C:35]#[N:36])[CH2:29][C:28](=[O:40])[NH:23][C:9]=3[CH:10]=2)=[CH:21][CH:20]=1. (2) Given the reactants [Cl:1][C:2]1[CH:7]=[CH:6][C:5]([CH2:8][C:9]([OH:11])=O)=[CH:4][CH:3]=1.[CH2:12]([O:16][C:17](=[O:28])[C@H:18]([CH3:27])[NH:19]C(=O)CC(C)CC)[CH:13]([CH3:15])[CH3:14], predict the reaction product. The product is: [CH2:12]([O:16][C:17](=[O:28])[C@H:18]([CH3:27])[NH:19][C:9](=[O:11])[CH2:8][C:5]1[CH:4]=[CH:3][C:2]([Cl:1])=[CH:7][CH:6]=1)[CH:13]([CH3:15])[CH3:14]. (3) Given the reactants P(Cl)(Cl)([Cl:3])=O.C1(C)C=CC=CC=1.[NH2:13][C:14]1[C:19]([O:20]CC2C=CC=CC=2)=[CH:18][CH:17]=[CH:16][N:15]=1.[C:28]([CH:31]1[CH2:36][CH2:35]O[C:32]1=[O:33])(=O)[CH3:29], predict the reaction product. The product is: [Cl:3][CH2:35][CH2:36][C:31]1[C:32](=[O:33])[N:15]2[CH:16]=[CH:17][CH:18]=[C:19]([OH:20])[C:14]2=[N:13][C:28]=1[CH3:29].